Task: Predict the product of the given reaction.. Dataset: Forward reaction prediction with 1.9M reactions from USPTO patents (1976-2016) (1) Given the reactants [CH2:1]([O:3][C:4]([C:6]1[N:7]=[C:8]2[CH:13]=[CH:12][CH:11]=[CH:10][N:9]2[C:14]=1Br)=[O:5])[CH3:2].C1(P(C2C=CC=CC=2)C2C3OC4C(=CC=CC=4P(C4C=CC=CC=4)C4C=CC=CC=4)C(C)(C)C=3C=CC=2)C=CC=CC=1.C(=O)([O-])[O-].[Cs+].[Cs+].O.C[N:66]1CCCC1=O, predict the reaction product. The product is: [CH2:1]([O:3][C:4]([C:6]1[N:7]=[C:8]2[CH:13]=[CH:12][CH:11]=[CH:10][N:9]2[C:14]=1[NH2:66])=[O:5])[CH3:2]. (2) Given the reactants C(OC([N:8]1[CH2:13][CH2:12][NH:11][C@@H:10]([CH3:14])[CH2:9]1)=O)(C)(C)C.[CH:15]1([C:18]([N:20]2[CH2:25][CH2:24][C:23](=O)[CH2:22][CH2:21]2)=[O:19])[CH2:17][CH2:16]1.CO.C([BH3-])#N.[Na+], predict the reaction product. The product is: [CH:15]1([C:18]([N:20]2[CH2:25][CH2:24][CH:23]([N:11]3[CH2:12][CH2:13][NH:8][CH2:9][C@@H:10]3[CH3:14])[CH2:22][CH2:21]2)=[O:19])[CH2:16][CH2:17]1. (3) Given the reactants [Cl:1][C:2]1[CH:8]=[C:7]([O:9][C:10]2[C:19]3[C:14](=[CH:15][C:16]([O:22][CH3:23])=[C:17]([O:20][CH3:21])[CH:18]=3)[N:13]=[CH:12][CH:11]=2)[CH:6]=[CH:5][C:3]=1[NH2:4].[CH3:24][O:25][C:26]1[CH:31]=[CH:30][CH:29]=[CH:28][C:27]=1[N:32]=[C:33]=[O:34].CO, predict the reaction product. The product is: [Cl:1][C:2]1[CH:8]=[C:7]([O:9][C:10]2[C:19]3[C:14](=[CH:15][C:16]([O:22][CH3:23])=[C:17]([O:20][CH3:21])[CH:18]=3)[N:13]=[CH:12][CH:11]=2)[CH:6]=[CH:5][C:3]=1[NH:4][C:33]([NH:32][C:27]1[CH:28]=[CH:29][CH:30]=[CH:31][C:26]=1[O:25][CH3:24])=[O:34].